From a dataset of Rat liver microsome stability data. Regression/Classification. Given a drug SMILES string, predict its absorption, distribution, metabolism, or excretion properties. Task type varies by dataset: regression for continuous measurements (e.g., permeability, clearance, half-life) or binary classification for categorical outcomes (e.g., BBB penetration, CYP inhibition). Dataset: rlm. The molecule is COc1ncc(-c2ccc3nccc(C#CCN4CCN(S(C)(=O)=O)CC4)c3c2)cc1NS(=O)(=O)c1ccc(F)cc1F. The result is 1 (stable in rat liver microsomes).